This data is from Full USPTO retrosynthesis dataset with 1.9M reactions from patents (1976-2016). The task is: Predict the reactants needed to synthesize the given product. Given the product [F:1][C:2]1[C:7]([C:17]2[N:22]=[C:21]([CH3:23])[N:20]=[C:19]([NH2:24])[N:18]=2)=[CH:6][C:5]([O:11][CH2:12][CH2:13][O:14][CH3:15])=[CH:4][N:3]=1, predict the reactants needed to synthesize it. The reactants are: [F:1][C:2]1[C:7](B(O)O)=[CH:6][C:5]([O:11][CH2:12][CH2:13][O:14][CH3:15])=[CH:4][N:3]=1.Cl[C:17]1[N:22]=[C:21]([CH3:23])[N:20]=[C:19]([NH2:24])[N:18]=1.C([O-])(=O)C.[K+].